Dataset: Forward reaction prediction with 1.9M reactions from USPTO patents (1976-2016). Task: Predict the product of the given reaction. (1) Given the reactants [C:1]([C:5]1[CH:12]=[CH:11][C:8]([C:9]#[N:10])=[CH:7][N:6]=1)([CH3:4])([CH3:3])[CH3:2].[CH3:13][O:14]C1N=CC=CC=1C#N.C(O)(=O)C(C)(C)C.OS(O)(=O)=O, predict the reaction product. The product is: [C:1]([C:5]1[CH:12]=[CH:11][C:8]([C:9]#[N:10])=[C:7]([O:14][CH3:13])[N:6]=1)([CH3:4])([CH3:2])[CH3:3]. (2) Given the reactants Cl[S:2]([C:5]1[CH:6]=[CH:7][C:8]([F:14])=[C:9]([CH:13]=1)[C:10]([OH:12])=[O:11])(=[O:4])=[O:3].[OH-].[Na+].[CH2:17]([NH2:19])[CH3:18].Cl, predict the reaction product. The product is: [CH2:17]([NH:19][S:2]([C:5]1[CH:6]=[CH:7][C:8]([F:14])=[C:9]([CH:13]=1)[C:10]([OH:12])=[O:11])(=[O:4])=[O:3])[CH3:18]. (3) Given the reactants [CH3:1][C:2]1[C:3]([N:8]([C@@H:26]2[CH2:31][CH2:30][CH2:29][N:28](C(OC(C)(C)C)=O)[CH2:27]2)[C:9](=[O:25])[C:10]2[CH:15]=[CH:14][C:13]([C:16]3[CH:17]=[N:18][N:19]4[CH:24]=[CH:23][CH:22]=[N:21][C:20]=34)=[CH:12][CH:11]=2)=[N:4][CH:5]=[CH:6][CH:7]=1.[ClH:39].O1CCOCC1, predict the reaction product. The product is: [ClH:39].[CH3:1][C:2]1[C:3]([N:8]([C@@H:26]2[CH2:31][CH2:30][CH2:29][NH:28][CH2:27]2)[C:9](=[O:25])[C:10]2[CH:15]=[CH:14][C:13]([C:16]3[CH:17]=[N:18][N:19]4[CH:24]=[CH:23][CH:22]=[N:21][C:20]=34)=[CH:12][CH:11]=2)=[N:4][CH:5]=[CH:6][CH:7]=1. (4) Given the reactants [Br:1][C:2]1[CH:3]=[C:4]([O:9][C:10]2[C:11]([F:35])=[C:12]([CH2:17][NH:18][C:19]([C:21]3[N:25](COCC[Si](C)(C)C)[CH:24]=[N:23][C:22]=3[Cl:34])=[O:20])[CH:13]=[CH:14][C:15]=2[Cl:16])[CH:5]=[C:6]([Cl:8])[CH:7]=1.C(O)(C(F)(F)F)=O, predict the reaction product. The product is: [Br:1][C:2]1[CH:3]=[C:4]([O:9][C:10]2[C:11]([F:35])=[C:12]([CH2:17][NH:18][C:19]([C:21]3[NH:25][CH:24]=[N:23][C:22]=3[Cl:34])=[O:20])[CH:13]=[CH:14][C:15]=2[Cl:16])[CH:5]=[C:6]([Cl:8])[CH:7]=1. (5) Given the reactants [NH2:1][C@H:2]([C:4]([NH:6][CH2:7][C:8]([NH:10][C@H:11]([C:15]([NH:17][C@H:18]([C:27]([NH:29][C@@H:30]([C:55]([NH:57][C@H:58]([C:69]([NH:71]C(OCC1C2C(=CC=CC=2)C2C1=CC=CC=2)=O)=[O:70])[CH2:59][C:60]1[C:68]2[C:63](=[CH:64][CH:65]=[CH:66][CH:67]=2)[NH:62][CH:61]=1)=[O:56])[CH2:31][C:32](=[O:54])[NH:33][NH:34][C:35]([C:48]1[CH:53]=[CH:52][CH:51]=[CH:50][CH:49]=1)([C:42]1[CH:47]=[CH:46][CH:45]=[CH:44][CH:43]=1)[C:36]1[CH:41]=[CH:40][CH:39]=[CH:38][CH:37]=1)=[O:28])[CH2:19][C:20](=[O:26])[O:21][C:22]([CH3:25])([CH3:24])[CH3:23])=[O:16])[C@@H:12]([CH3:14])[OH:13])=[O:9])=[O:5])[CH3:3].[NH:89]1[CH2:94][CH2:93][CH2:92][CH2:91][CH2:90]1, predict the reaction product. The product is: [CH3:94][N:89]1[CH2:90][CH2:91][CH2:92][CH2:93]1.[NH2:1][C@H:2]([C:4]([NH:6][CH2:7][C:8]([NH:10][C@H:11]([C:15]([NH:17][C@H:18]([C:27]([NH:29][C@@H:30]([C:55]([NH:57][C@H:58]([C:69]([NH2:71])=[O:70])[CH2:59][C:60]1[C:68]2[C:63](=[CH:64][CH:65]=[CH:66][CH:67]=2)[NH:62][CH:61]=1)=[O:56])[CH2:31][C:32](=[O:54])[NH:33][NH:34][C:35]([C:48]1[CH:53]=[CH:52][CH:51]=[CH:50][CH:49]=1)([C:36]1[CH:41]=[CH:40][CH:39]=[CH:38][CH:37]=1)[C:42]1[CH:43]=[CH:44][CH:45]=[CH:46][CH:47]=1)=[O:28])[CH2:19][C:20](=[O:26])[O:21][C:22]([CH3:24])([CH3:25])[CH3:23])=[O:16])[C@@H:12]([CH3:14])[OH:13])=[O:9])=[O:5])[CH3:3]. (6) Given the reactants [CH3:1][O:2][C:3]1[CH:44]=[CH:43][C:6]([CH2:7][N:8]([CH2:34][C:35]2[CH:40]=[CH:39][C:38]([O:41][CH3:42])=[CH:37][CH:36]=2)[C:9]2[N:14]=[C:13]([CH3:15])[N:12]=[C:11]([C:16]3[C:17]([NH:24][C:25]4[CH:26]=[N:27][C:28]([O:32][CH3:33])=[C:29]([F:31])[CH:30]=4)=[N:18][CH:19]=[C:20]([CH:23]=3)[CH:21]=[O:22])[N:10]=2)=[CH:5][CH:4]=1.[C-]#N.[Na+].[NH:48]1[CH2:53][CH2:52][CH:51]([OH:54])[CH2:50][CH2:49]1, predict the reaction product. The product is: [CH3:42][O:41][C:38]1[CH:37]=[CH:36][C:35]([CH2:34][N:8]([CH2:7][C:6]2[CH:5]=[CH:4][C:3]([O:2][CH3:1])=[CH:44][CH:43]=2)[C:9]2[N:14]=[C:13]([CH3:15])[N:12]=[C:11]([C:16]3[CH:23]=[C:20]([C:21]([N:48]4[CH2:53][CH2:52][CH:51]([OH:54])[CH2:50][CH2:49]4)=[O:22])[CH:19]=[N:18][C:17]=3[NH:24][C:25]3[CH:26]=[N:27][C:28]([O:32][CH3:33])=[C:29]([F:31])[CH:30]=3)[N:10]=2)=[CH:40][CH:39]=1.